Dataset: Full USPTO retrosynthesis dataset with 1.9M reactions from patents (1976-2016). Task: Predict the reactants needed to synthesize the given product. (1) Given the product [Cl:1][C:2]1[N:10]=[CH:9][N:8]=[C:7]2[C:3]=1[N:4]=[CH:5][N:6]2[CH3:12], predict the reactants needed to synthesize it. The reactants are: [Cl:1][C:2]1[N:10]=[CH:9][N:8]=[C:7]2[C:3]=1[N:4]=[CH:5][NH:6]2.I[CH3:12]. (2) The reactants are: C[Al](C)C.[Cl-].[NH4+:6].[F:7][C:8]([F:26])([C:22]([F:25])([F:24])[F:23])[CH2:9][CH2:10][N:11]1[C:15]2=[N:16][CH:17]=[CH:18][CH:19]=[C:14]2[C:13]([C:20]#[N:21])=[N:12]1.CO. Given the product [F:26][C:8]([F:7])([C:22]([F:23])([F:24])[F:25])[CH2:9][CH2:10][N:11]1[C:15]2=[N:16][CH:17]=[CH:18][CH:19]=[C:14]2[C:13]([C:20](=[NH:6])[NH2:21])=[N:12]1, predict the reactants needed to synthesize it.